From a dataset of Catalyst prediction with 721,799 reactions and 888 catalyst types from USPTO. Predict which catalyst facilitates the given reaction. (1) The catalyst class is: 1. Product: [NH2:8][C:7]1[N:20]([C:14]2[C:13]([Cl:12])=[CH:18][CH:17]=[CH:16][C:15]=2[Cl:19])[N:21]=[C:2]([CH:3]([CH3:5])[CH3:4])[C:6]=1[C:9]#[N:10]. Reactant: Cl[C:2](=[C:6]([C:9]#[N:10])[C:7]#[N:8])[CH:3]([CH3:5])[CH3:4].Cl.[Cl:12][C:13]1[CH:18]=[CH:17][CH:16]=[C:15]([Cl:19])[C:14]=1[NH:20][NH2:21].C(N(CC)CC)C. (2) Reactant: [Cl:1][C:2]1[N:3]=[C:4]([C:9]([NH:11][C@H:12]2[CH2:17][CH2:16][N:15]([C:18]3[NH:22][C:21]4[CH:23]=[CH:24][CH:25]=[C:26]([C:27]([O:29]C)=[O:28])[C:20]=4[N:19]=3)[CH2:14][C@H:13]2[O:31][CH3:32])=[O:10])[NH:5][C:6]=1[CH2:7][CH3:8].[OH-].[Li+]. Product: [Cl:1][C:2]1[N:3]=[C:4]([C:9]([NH:11][C@H:12]2[CH2:17][CH2:16][N:15]([C:18]3[NH:22][C:21]4[CH:23]=[CH:24][CH:25]=[C:26]([C:27]([OH:29])=[O:28])[C:20]=4[N:19]=3)[CH2:14][C@H:13]2[O:31][CH3:32])=[O:10])[NH:5][C:6]=1[CH2:7][CH3:8]. The catalyst class is: 92.